From a dataset of Forward reaction prediction with 1.9M reactions from USPTO patents (1976-2016). Predict the product of the given reaction. Given the reactants [CH3:1][C:2]1[S:6][C:5]([NH:7][C:8]([C:10]2[CH:11]=[CH:12][C:13]([N:16]3[CH2:21][CH2:20][CH:19](C4C=CC=C(C(F)(F)F)C=4)[CH2:18][CH2:17]3)=[N:14][CH:15]=2)=[O:9])=[N:4][C:3]=1[C:32]1[CH:37]=[CH:36][CH:35]=[CH:34][CH:33]=1.CN(C1CCN(C2C=CC(C(=O)NC3SC(C)=C(C4C=CC=CC=4)N=3)=CN=2)CC1)C(=O)O.ClC1C=CC(C(NC2SC(C)=C(C3C=CC=CC=3)N=2)=O)=CN=1.[C:92]([O:96][C:97](=[O:106])[N:98](C)[CH:99]1CCNCC1)([CH3:95])([CH3:94])[CH3:93], predict the reaction product. The product is: [C:92]([O:96][C:97](=[O:106])[N:98]([CH3:99])[CH:19]1[CH2:18][CH2:17][N:16]([C:13]2[CH:12]=[CH:11][C:10]([C:8](=[O:9])[NH:7][C:5]3[S:6][C:2]([CH3:1])=[C:3]([C:32]4[CH:37]=[CH:36][CH:35]=[CH:34][CH:33]=4)[N:4]=3)=[CH:15][N:14]=2)[CH2:21][CH2:20]1)([CH3:95])([CH3:94])[CH3:93].